Dataset: Full USPTO retrosynthesis dataset with 1.9M reactions from patents (1976-2016). Task: Predict the reactants needed to synthesize the given product. (1) Given the product [C:1]([O:5][C:6](=[O:25])[N:7]([CH2:11][CH2:12][O:13][C:14]1[N:19]=[C:18]([O:20][CH3:21])[C:17]([NH2:22])=[CH:16][N:15]=1)[CH2:8][CH2:9][CH3:10])([CH3:2])([CH3:3])[CH3:4], predict the reactants needed to synthesize it. The reactants are: [C:1]([O:5][C:6](=[O:25])[N:7]([CH2:11][CH2:12][O:13][C:14]1[N:19]=[C:18]([O:20][CH3:21])[C:17]([N+:22]([O-])=O)=[CH:16][N:15]=1)[CH2:8][CH2:9][CH3:10])([CH3:4])([CH3:3])[CH3:2].C([O-])=O.[NH4+]. (2) Given the product [C:23]([C:25]1[CH:26]=[C:27]([CH:31]=[C:32]([C:34]([F:35])([F:37])[F:36])[CH:33]=1)[C:28]([NH:6][C:5]1[CH:7]=[CH:8][C:2]([CH3:1])=[C:3]([N:9]2[C:16]3[N:12]([N:13]=[C:14]([C:17]4[CH:18]=[N:19][CH:20]=[CH:21][CH:22]=4)[CH:15]=3)[CH:11]=[CH:10]2)[CH:4]=1)=[O:29])#[N:24], predict the reactants needed to synthesize it. The reactants are: [CH3:1][C:2]1[CH:8]=[CH:7][C:5]([NH2:6])=[CH:4][C:3]=1[N:9]1[C:16]2[N:12]([N:13]=[C:14]([C:17]3[CH:18]=[N:19][CH:20]=[CH:21][CH:22]=3)[CH:15]=2)[CH:11]=[CH:10]1.[C:23]([C:25]1[CH:26]=[C:27]([CH:31]=[C:32]([C:34]([F:37])([F:36])[F:35])[CH:33]=1)[C:28](O)=[O:29])#[N:24].